Dataset: Forward reaction prediction with 1.9M reactions from USPTO patents (1976-2016). Task: Predict the product of the given reaction. (1) Given the reactants [H-].[Na+].Cl.[NH2:4][C:5]([NH2:7])=[NH:6].[C:8]([O:12][C:13](=[O:36])[CH:14]([CH2:30][O:31][C:32]([CH3:35])([CH3:34])[CH3:33])[NH:15][C:16]([C:18]1[CH:27]=[C:26]2[C:21]([C:22]([Cl:29])=[CH:23][N:24]=[C:25]2Cl)=[CH:20][CH:19]=1)=[O:17])([CH3:11])([CH3:10])[CH3:9].O, predict the reaction product. The product is: [C:8]([O:12][C:13](=[O:36])[CH:14]([CH2:30][O:31][C:32]([CH3:35])([CH3:34])[CH3:33])[NH:15][C:16]([C:18]1[CH:27]=[C:26]2[C:21]([C:22]([Cl:29])=[CH:23][N:24]=[C:25]2[NH:6][C:5]([NH2:7])=[NH:4])=[CH:20][CH:19]=1)=[O:17])([CH3:11])([CH3:10])[CH3:9]. (2) The product is: [OH:9][CH2:8][C:7]([C:5]1[O:4][N:3]=[C:2]([NH:1][C:20](=[O:21])[O:22][C:23]2[CH:28]=[CH:27][CH:26]=[CH:25][CH:24]=2)[CH:6]=1)([CH3:12])[CH2:10][OH:11]. Given the reactants [NH2:1][C:2]1[CH:6]=[C:5]([C:7]([CH3:12])([CH2:10][OH:11])[CH2:8][OH:9])[O:4][N:3]=1.C(=O)([O-])[O-].[K+].[K+].Cl[C:20]([O:22][C:23]1[CH:28]=[CH:27][CH:26]=[CH:25][CH:24]=1)=[O:21], predict the reaction product. (3) Given the reactants C([Li])CCC.[O:6]1[C:10]2[CH:11]=[CH:12][C:13]([C:15]3[N:19]([CH3:20])[CH:18]=[N:17][CH:16]=3)=[CH:14][C:9]=2[O:8][CH2:7]1.CN([CH:24]=[O:25])C.CCOCC, predict the reaction product. The product is: [O:6]1[C:10]2[CH:11]=[CH:12][C:13]([C:15]3[N:19]([CH3:20])[C:18]([CH:24]=[O:25])=[N:17][CH:16]=3)=[CH:14][C:9]=2[O:8][CH2:7]1. (4) Given the reactants [N:1]1([C:6]2[CH:25]=[CH:24][C:9]([CH2:10][C:11]3[C:12](Cl)=[N:13][C:14]4[C:19]([C:20]=3[Cl:21])=[CH:18][C:17]([Br:22])=[CH:16][CH:15]=4)=[CH:8][CH:7]=2)[CH:5]=[CH:4][CH:3]=[N:2]1.[CH2:26]([NH:28][CH3:29])[CH3:27], predict the reaction product. The product is: [N:1]1([C:6]2[CH:25]=[CH:24][C:9]([CH2:10][C:11]3[C:12]([N:28]([CH2:26][CH3:27])[CH3:29])=[N:13][C:14]4[C:19]([C:20]=3[Cl:21])=[CH:18][C:17]([Br:22])=[CH:16][CH:15]=4)=[CH:8][CH:7]=2)[CH:5]=[CH:4][CH:3]=[N:2]1. (5) Given the reactants Br[C:2]1[S:6][C:5]([C:7]2[CH2:12][CH2:11][N:10]([C:13]([O:15][C:16]([CH3:19])([CH3:18])[CH3:17])=[O:14])[CH2:9][CH:8]=2)=[N:4][N:3]=1.[CH3:20][O:21][C:22]1[CH:23]=[C:24]([N:37]2[CH:41]=[CH:40][CH:39]=[N:38]2)[CH:25]=[CH:26][C:27]=1B1OC(C)(C)C(C)(C)O1.[O-]P([O-])([O-])=O.[K+].[K+].[K+].O1CCOCC1, predict the reaction product. The product is: [CH3:20][O:21][C:22]1[CH:23]=[C:24]([N:37]2[CH:41]=[CH:40][CH:39]=[N:38]2)[CH:25]=[CH:26][C:27]=1[C:2]1[S:6][C:5]([C:7]2[CH2:12][CH2:11][N:10]([C:13]([O:15][C:16]([CH3:19])([CH3:18])[CH3:17])=[O:14])[CH2:9][CH:8]=2)=[N:4][N:3]=1. (6) Given the reactants [CH3:1][C:2]1([CH3:25])[CH2:11][CH2:10][C:9]([CH3:13])([CH3:12])[C:8]2[CH:7]=[C:6]([CH:14]=[O:15])[CH:5]=[C:4]([O:16][CH2:17][C:18]3[CH:23]=[CH:22][C:21]([CH3:24])=[CH:20][CH:19]=3)[C:3]1=2.[C:26]([Mg]Br)#[CH:27], predict the reaction product. The product is: [CH3:1][C:2]1([CH3:25])[CH2:11][CH2:10][C:9]([CH3:12])([CH3:13])[C:8]2[CH:7]=[C:6]([CH:14]([OH:15])[C:26]#[CH:27])[CH:5]=[C:4]([O:16][CH2:17][C:18]3[CH:23]=[CH:22][C:21]([CH3:24])=[CH:20][CH:19]=3)[C:3]1=2. (7) Given the reactants [F:1][C:2]1[CH:3]=[C:4]([Mg]Br)[CH:5]=[CH:6][CH:7]=1.[Si:10]([O:17][C@@H:18]([CH2:22]Cl)[CH2:19][C:20]#[N:21])([C:13]([CH3:16])([CH3:15])[CH3:14])([CH3:12])[CH3:11].COCCOC.[OH-].[Na+], predict the reaction product. The product is: [Si:10]([O:17][C@@H:18]1[CH2:19][C:20]([C:4]2[CH:5]=[CH:6][CH:7]=[C:2]([F:1])[CH:3]=2)=[N:21][CH2:22]1)([C:13]([CH3:16])([CH3:15])[CH3:14])([CH3:12])[CH3:11]. (8) Given the reactants [CH3:1][O:2][CH2:3][CH2:4][O:5][C:6]1[CH:11]=[CH:10][N:9]2[C:12]([C:15]3[CH:24]=[C:23]([C:25]4[O:29][CH:28]=[N:27][CH:26]=4)[C:22]4[C:17](=[C:18]([OH:30])[CH:19]=[CH:20][CH:21]=4)[N:16]=3)=[CH:13][N:14]=[C:8]2[CH:7]=1.C(N(CC)CC)C.[F:38][C:39]([F:58])([F:57])[S:40](N(C1C=CC=CC=1)[S:40]([C:39]([F:58])([F:57])[F:38])(=[O:42])=[O:41])(=[O:42])=[O:41], predict the reaction product. The product is: [F:38][C:39]([F:58])([F:57])[S:40]([O:30][C:18]1[CH:19]=[CH:20][CH:21]=[C:22]2[C:17]=1[N:16]=[C:15]([C:12]1[N:9]3[CH:10]=[CH:11][C:6]([O:5][CH2:4][CH2:3][O:2][CH3:1])=[CH:7][C:8]3=[N:14][CH:13]=1)[CH:24]=[C:23]2[C:25]1[O:29][CH:28]=[N:27][CH:26]=1)(=[O:42])=[O:41].